This data is from Forward reaction prediction with 1.9M reactions from USPTO patents (1976-2016). The task is: Predict the product of the given reaction. (1) Given the reactants [CH3:1][C:2]1[CH:7]=[CH:6][N:5]=[CH:4][C:3]=1[N:8]1[CH2:12][CH2:11][NH:10][C:9]1=[O:13].Br[C:15]1[CH:22]=[CH:21][C:18]([C:19]#[N:20])=[CH:17][CH:16]=1.N[C@@H]1CCCC[C@H]1N.C(=O)([O-])[O-].[K+].[K+], predict the reaction product. The product is: [CH3:1][C:2]1[CH:7]=[CH:6][N:5]=[CH:4][C:3]=1[N:8]1[CH2:12][CH2:11][N:10]([C:15]2[CH:22]=[CH:21][C:18]([C:19]#[N:20])=[CH:17][CH:16]=2)[C:9]1=[O:13]. (2) Given the reactants Br[C:2]1[CH:14]=[CH:13][C:12]([C:15]([F:18])([F:17])[F:16])=[CH:11][C:3]=1[CH2:4][N:5]1[CH2:9][CH2:8][O:7][C:6]1=[O:10].[CH3:19][O:20][C:21](=[O:40])[CH2:22][C:23]1[CH:28]=[CH:27][C:26]([O:29][CH3:30])=[C:25](B2OC(C)(C)C(C)(C)O2)[CH:24]=1.C(=O)([O-])[O-].[K+].[K+], predict the reaction product. The product is: [CH3:19][O:20][C:21](=[O:40])[CH2:22][C:23]1[CH:24]=[C:25]([C:2]2[CH:14]=[CH:13][C:12]([C:15]([F:18])([F:17])[F:16])=[CH:11][C:3]=2[CH2:4][N:5]2[CH2:9][CH2:8][O:7][C:6]2=[O:10])[C:26]([O:29][CH3:30])=[CH:27][CH:28]=1.